From a dataset of Reaction yield outcomes from USPTO patents with 853,638 reactions. Predict the reaction yield, written as a fraction of the theoretical maximum amount of product (1.0 means a 100% yield; for example, 0.34 means a 34% yield). (1) The reactants are [CH2:1]([C:3]([CH2:8][CH3:9])([CH2:6][NH2:7])[CH2:4][NH2:5])[CH3:2].OO.[O-]Cl.[Na+]. The catalyst is O.CO. The product is [CH2:1]([C:3]1([CH2:8][CH3:9])[CH2:6][N:7]=[N:5][CH2:4]1)[CH3:2]. The yield is 0.770. (2) The product is [CH3:15][S:16]([CH2:19][CH2:20][N:12]1[CH:13]=[C:9]([B:4]2[O:5][C:6]([CH3:7])([CH3:8])[C:2]([CH3:14])([CH3:1])[O:3]2)[CH:10]=[N:11]1)(=[O:18])=[O:17]. The catalyst is C(#N)C. The yield is 0.634. The reactants are [CH3:1][C:2]1([CH3:14])[C:6]([CH3:8])([CH3:7])[O:5][B:4]([C:9]2[CH:10]=[N:11][NH:12][CH:13]=2)[O:3]1.[CH3:15][S:16]([CH:19]=[CH2:20])(=[O:18])=[O:17].C1CCN2C(=NCCC2)CC1. (3) The catalyst is C1COCC1. The yield is 0.820. The product is [CH3:1][C@H:2]1[N:7]([CH2:45][C:41]([F:44])([F:43])[F:42])[C:6](=[O:8])[CH:5]([NH:9][C:10](=[O:16])[O:11][C:12]([CH3:14])([CH3:15])[CH3:13])[CH2:4][C@H:3]1[C:17]1[CH:22]=[C:21]([F:23])[CH:20]=[C:19]([F:24])[C:18]=1[F:25]. The reactants are [CH3:1][C@H:2]1[NH:7][C:6](=[O:8])[CH:5]([NH:9][C:10](=[O:16])[O:11][C:12]([CH3:15])([CH3:14])[CH3:13])[CH2:4][C@H:3]1[C:17]1[CH:22]=[C:21]([F:23])[CH:20]=[C:19]([F:24])[C:18]=1[F:25].CN1C(=O)N(C)CCC1.C(O[Li])(C)(C)C.[C:41]([CH2:45]OS(C(F)(F)F)(=O)=O)([F:44])([F:43])[F:42]. (4) The yield is 0.950. The catalyst is CO.[Pd]. The product is [NH2:1][C:4]1[CH:5]=[N:6][N:7]([C:9]([O:11][C:12]([CH3:15])([CH3:14])[CH3:13])=[O:10])[CH:8]=1. The reactants are [N+:1]([C:4]1[CH:5]=[N:6][N:7]([C:9]([O:11][C:12]([CH3:15])([CH3:14])[CH3:13])=[O:10])[CH:8]=1)([O-])=O.[H][H].